From a dataset of Catalyst prediction with 721,799 reactions and 888 catalyst types from USPTO. Predict which catalyst facilitates the given reaction. Reactant: [CH3:1][O:2][C:3](=[O:34])[C:4]1[CH:9]=[CH:8][C:7]([S:10](=[O:25])(=[O:24])[NH:11][C@H:12]([C:21](=[O:23])[NH2:22])[CH2:13][C:14]([O:16][C:17]([CH3:20])([CH3:19])[CH3:18])=[O:15])=[C:6]([O:26]CC2C=CC=CC=2)[CH:5]=1. Product: [CH3:1][O:2][C:3](=[O:34])[C:4]1[CH:9]=[CH:8][C:7]([S:10](=[O:24])(=[O:25])[NH:11][C@H:12]([C:21](=[O:23])[NH2:22])[CH2:13][C:14]([O:16][C:17]([CH3:20])([CH3:19])[CH3:18])=[O:15])=[C:6]([OH:26])[CH:5]=1. The catalyst class is: 50.